This data is from Ames mutagenicity test results for genotoxicity prediction. The task is: Regression/Classification. Given a drug SMILES string, predict its toxicity properties. Task type varies by dataset: regression for continuous values (e.g., LD50, hERG inhibition percentage) or binary classification for toxic/non-toxic outcomes (e.g., AMES mutagenicity, cardiotoxicity, hepatotoxicity). Dataset: ames. (1) The molecule is CC(O)C(=O)NCCO. The result is 1 (mutagenic). (2) The drug is Cc1ccc(C)c2c1[nH]c1ccc([N+](=O)[O-])cc12. The result is 1 (mutagenic).